Task: Predict the product of the given reaction.. Dataset: Forward reaction prediction with 1.9M reactions from USPTO patents (1976-2016) (1) Given the reactants [CH3:1][C:2]1([CH2:7][CH2:8][CH:9]=[C:10]([CH3:12])[CH3:11])[CH2:4][CH:3]1[CH2:5][NH2:6].[CH2:13]([O:15][C:16](Cl)=[O:17])[CH3:14].C(N(CC)CC)C, predict the reaction product. The product is: [CH3:1][C:2]1([CH2:7][CH2:8][CH:9]=[C:10]([CH3:12])[CH3:11])[CH2:4][CH:3]1[CH2:5][NH:6][C:16](=[O:17])[O:15][CH2:13][CH3:14]. (2) The product is: [Br:1][C:2]1[CH:3]=[CH:4][C:5]([C:6]([C@@H:8]2[CH2:10][C@H:9]2[C:11]([O:13][CH3:16])=[O:12])=[O:7])=[CH:14][CH:15]=1. Given the reactants [Br:1][C:2]1[CH:15]=[CH:14][C:5]([C:6]([C@@H:8]2[CH2:10][C@H:9]2[C:11]([OH:13])=[O:12])=[O:7])=[CH:4][CH:3]=1.[CH3:16]OC(OC)(C)C.Cl, predict the reaction product. (3) The product is: [Cl:29][C:28]1[C:20]([Cl:19])=[CH:21][C:22]2[N:9]([CH2:8][C:41]3[CH:37]=[N:38][O:39][C:40]=3[CH3:42])[C:24]([CH2:30][C:31]([F:32])([F:33])[F:34])=[N:25][C:26]=2[CH:27]=1. Given the reactants [H-].[Na+].ClC1C2N=C(CC(F)(F)F)[N:9](Cl)[C:8]=2C=CC=1.[Cl:19][C:20]1[CH:21]=[C:22]2[C:26](=[CH:27][C:28]=1[Cl:29])[NH:25][C:24]([CH2:30][C:31]([F:34])([F:33])[F:32])=C2.BrC[C:37]1[CH:41]=[C:40]([CH3:42])[O:39][N:38]=1.[NH4+].[Cl-], predict the reaction product. (4) Given the reactants Cl[C:2]1[N:7]=[C:6]([C:8]2[C:9]([C:17]3[CH:18]=[C:19]([NH2:23])[CH:20]=[CH:21][CH:22]=3)=[N:10][N:11]3[CH:16]=[CH:15][CH:14]=[CH:13][C:12]=23)[CH:5]=[CH:4][N:3]=1.[S:24]1[CH:28]=[CH:27][CH:26]=[C:25]1[CH2:29][C:30](Cl)=[O:31].[CH2:33](O)[C:34](N)([CH2:37][OH:38])[CH2:35]O, predict the reaction product. The product is: [O:38]1[C:37]([C:34]2[CH:35]=[C:6]([NH:7][C:2]3[N:7]=[C:6]([C:8]4[C:9]([C:17]5[CH:18]=[C:19]([NH:23][C:30](=[O:31])[CH2:29][C:25]6[S:24][CH:28]=[CH:27][CH:26]=6)[CH:20]=[CH:21][CH:22]=5)=[N:10][N:11]5[CH:16]=[CH:15][CH:14]=[CH:13][C:12]=45)[CH:5]=[CH:4][N:3]=3)[CH:8]=[CH:12][CH:33]=2)=[CH:4][N:3]=[CH:2]1. (5) Given the reactants [NH2:1][C:2]1[CH:7]=[CH:6][CH:5]=[CH:4][CH:3]=1.Br[C:9]1[CH:16]=[CH:15][CH:14]=[C:11]2[CH2:12][CH2:13][C:10]=12.[CH3:17][C:18](C)([O-])C.[Na+].[C:23]1(C)[CH:28]=[CH:27][CH:26]=[CH:25][CH:24]=1, predict the reaction product. The product is: [C:4]12[CH2:18][CH2:17][C:5]1=[CH:6][CH:7]=[C:2]([N:1]([C:23]1[CH:24]=[CH:25][CH:26]=[CH:27][CH:28]=1)[C:16]1[CH:15]=[CH:14][C:11]3[CH2:12][CH2:13][C:10]=3[CH:9]=1)[CH:3]=2.